From a dataset of Catalyst prediction with 721,799 reactions and 888 catalyst types from USPTO. Predict which catalyst facilitates the given reaction. (1) Reactant: C([O:3][C:4](=[O:31])[CH2:5][C:6]1[CH:7]=[N:8][N:9]([CH2:11][C:12]2[CH:17]=[CH:16][C:15]([NH:18][C:19](=[O:24])[C:20]([CH3:23])([CH3:22])[CH3:21])=[CH:14][C:13]=2[CH2:25][S:26][C:27]([CH3:30])([CH3:29])[CH3:28])[CH:10]=1)C.[OH-].[Li+]. Product: [C:27]([S:26][CH2:25][C:13]1[CH:14]=[C:15]([NH:18][C:19](=[O:24])[C:20]([CH3:23])([CH3:22])[CH3:21])[CH:16]=[CH:17][C:12]=1[CH2:11][N:9]1[CH:10]=[C:6]([CH2:5][C:4]([OH:31])=[O:3])[CH:7]=[N:8]1)([CH3:30])([CH3:29])[CH3:28]. The catalyst class is: 24. (2) Reactant: [Br:1][C:2]1[CH:3]=[C:4]2[C:8](=[CH:9][C:10]=1[O:11][CH3:12])[C:7](=[O:13])[CH2:6][CH2:5]2.[F:14][C:15]([F:26])([F:25])[S:16][C:17]1[CH:24]=[CH:23][C:20]([CH:21]=O)=[CH:19][CH:18]=1.CC1C=CC(S(O)(=O)=O)=CC=1. Product: [Br:1][C:2]1[CH:3]=[C:4]2[C:8](=[CH:9][C:10]=1[O:11][CH3:12])[C:7](=[O:13])/[C:6](=[CH:21]/[C:20]1[CH:23]=[CH:24][C:17]([S:16][C:15]([F:26])([F:14])[F:25])=[CH:18][CH:19]=1)/[CH2:5]2. The catalyst class is: 133. (3) Reactant: CON(C)[C:4](=[O:18])[C:5]1[CH:10]=[CH:9][C:8]([C:11]([F:14])([F:13])[F:12])=[CH:7][C:6]=1[CH2:15][CH2:16][CH3:17].[H-].[H-].[H-].[H-].[Li+].[Al+3].C([O-])(=O)C(C(C([O-])=O)O)O.[K+].[Na+].CCOCC. Product: [CH2:15]([C:6]1[CH:7]=[C:8]([C:11]([F:12])([F:13])[F:14])[CH:9]=[CH:10][C:5]=1[CH:4]=[O:18])[CH2:16][CH3:17]. The catalyst class is: 1. (4) Reactant: [C:1]([O:5][C:6]([N:8]1[CH2:12][CH2:11][C@H:10]([CH:13]=[O:14])[CH2:9]1)=[O:7])([CH3:4])([CH3:3])[CH3:2].[CH:15]1([Mg]Cl)[CH2:20][CH2:19][CH2:18][CH2:17][CH2:16]1. Product: [C:1]([O:5][C:6]([N:8]1[CH2:12][CH2:11][C@H:10]([C@H:13]([CH:15]2[CH2:20][CH2:19][CH2:18][CH2:17][CH2:16]2)[OH:14])[CH2:9]1)=[O:7])([CH3:4])([CH3:3])[CH3:2].[C:1]([O:5][C:6]([N:8]1[CH2:12][CH2:11][C@H:10]([C@@H:13]([CH:15]2[CH2:20][CH2:19][CH2:18][CH2:17][CH2:16]2)[OH:14])[CH2:9]1)=[O:7])([CH3:4])([CH3:3])[CH3:2]. The catalyst class is: 278.